This data is from Forward reaction prediction with 1.9M reactions from USPTO patents (1976-2016). The task is: Predict the product of the given reaction. (1) Given the reactants [O:1]=[C:2]1[C:7]2[CH:8]=[CH:9][CH:10]=[CH:11][C:6]=2[S:5][C:4]([C:12]2[N:17]=[C:16]([CH2:18][CH2:19][C:20]([OH:22])=O)[CH:15]=[CH:14][CH:13]=2)=[N:3]1.[C:23]([O:27][C:28](=[O:31])[CH2:29][NH2:30])([CH3:26])([CH3:25])[CH3:24].CCN=C=NCCCN(C)C.C1C=CC2N(O)N=NC=2C=1, predict the reaction product. The product is: [O:1]=[C:2]1[C:7]2[CH:8]=[CH:9][CH:10]=[CH:11][C:6]=2[S:5][C:4]([C:12]2[N:17]=[C:16]([CH2:18][CH2:19][C:20]([NH:30][CH2:29][C:28]([O:27][C:23]([CH3:26])([CH3:25])[CH3:24])=[O:31])=[O:22])[CH:15]=[CH:14][CH:13]=2)=[N:3]1. (2) Given the reactants [CH:1]([C:4]1[CH:9]=[CH:8][C:7]([C:10]2[N:11]=[CH:12][N:13]([C:15]3[CH:16]=[C:17]([CH:22]=[CH:23][CH:24]=3)[C:18]([O:20]C)=[O:19])[CH:14]=2)=[CH:6][CH:5]=1)([CH3:3])[CH3:2].O.[OH-].[Li+].C(O)(=O)C, predict the reaction product. The product is: [CH:1]([C:4]1[CH:5]=[CH:6][C:7]([C:10]2[N:11]=[CH:12][N:13]([C:15]3[CH:16]=[C:17]([CH:22]=[CH:23][CH:24]=3)[C:18]([OH:20])=[O:19])[CH:14]=2)=[CH:8][CH:9]=1)([CH3:3])[CH3:2].